From a dataset of Full USPTO retrosynthesis dataset with 1.9M reactions from patents (1976-2016). Predict the reactants needed to synthesize the given product. (1) Given the product [C:1]([C:3]1[CH:4]=[CH:5][C:6]([CH2:7][NH:8][C:9]([C:11]2[NH:12][C:13]([CH3:31])=[C:14]([C:16]3[CH:17]=[C:18]4[C:22](=[CH:23][CH:24]=3)[NH:21][C:20]([C:25]3[O:29][N:28]=[C:27]([CH3:30])[N:26]=3)=[CH:19]4)[N:15]=2)=[O:10])=[CH:40][CH:41]=1)#[N:2], predict the reactants needed to synthesize it. The reactants are: [C:1]([C:3]1[CH:41]=[CH:40][C:6]([CH2:7][NH:8][C:9]([C:11]2[N:12](COCC[Si](C)(C)C)[C:13]([CH3:31])=[C:14]([C:16]3[CH:17]=[C:18]4[C:22](=[CH:23][CH:24]=3)[NH:21][C:20]([C:25]3[O:29][N:28]=[C:27]([CH3:30])[N:26]=3)=[CH:19]4)[N:15]=2)=[O:10])=[CH:5][CH:4]=1)#[N:2].Cl. (2) Given the product [ClH:18].[CH3:1][O:2][C:3]1[C:10]([O:11][CH3:12])=[CH:9][CH:8]=[CH:7][C:4]=1[CH:5]=[N:17][NH:16][C:13]([NH2:15])=[NH:14], predict the reactants needed to synthesize it. The reactants are: [CH3:1][O:2][C:3]1[C:10]([O:11][CH3:12])=[CH:9][CH:8]=[CH:7][C:4]=1[CH:5]=O.[C:13]([NH:16][NH2:17])([NH2:15])=[NH:14].[ClH:18]. (3) Given the product [OH:3][CH2:4][CH2:5][CH2:6][N:7]1[C:12](=[O:13])[C:11]2[C:14]([CH2:29][C:30]3[CH:31]=[CH:32][C:33]([C:36]([F:39])([F:38])[F:37])=[CH:34][CH:35]=3)=[C:15]([O:18][C:19]3[CH:24]=[CH:23][CH:22]=[C:21]([C:25]([F:26])([F:27])[F:28])[CH:20]=3)[CH:16]=[N:17][C:10]=2[N:9]([CH3:40])[C:8]1=[O:41], predict the reactants needed to synthesize it. The reactants are: C([O:3][CH2:4][CH2:5][CH2:6][N:7]1[C:12](=[O:13])[C:11]2[C:14]([CH2:29][C:30]3[CH:35]=[CH:34][C:33]([C:36]([F:39])([F:38])[F:37])=[CH:32][CH:31]=3)=[C:15]([O:18][C:19]3[CH:24]=[CH:23][CH:22]=[C:21]([C:25]([F:28])([F:27])[F:26])[CH:20]=3)[CH:16]=[N:17][C:10]=2[N:9]([CH3:40])[C:8]1=[O:41])=O.O[Li].O. (4) The reactants are: [F:1][C:2]1[CH:10]=[CH:9][CH:8]=[C:7]2[C:3]=1[C:4]([CH3:12])([CH3:11])[CH2:5][NH:6]2.Cl.CN(C)CCCN=C=NCC.[CH3:25][N:26]1[C:31](=[O:32])[CH:30]=[C:29]([N:33]2[CH2:38][CH2:37][O:36][CH2:35][CH2:34]2)[N:28]=[C:27]1[CH2:39][C:40]([O-])=[O:41].[Na+].O. Given the product [F:1][C:2]1[CH:10]=[CH:9][CH:8]=[C:7]2[C:3]=1[C:4]([CH3:12])([CH3:11])[CH2:5][N:6]2[C:40](=[O:41])[CH2:39][C:27]1[N:26]([CH3:25])[C:31](=[O:32])[CH:30]=[C:29]([N:33]2[CH2:38][CH2:37][O:36][CH2:35][CH2:34]2)[N:28]=1, predict the reactants needed to synthesize it. (5) Given the product [I:22][C:20]1[CH:19]=[CH:18][N:17]=[C:16]([N:8]2[C:9]3[CH2:10][C@:2]4([CH3:1])[CH2:14][C@@H:3]4[CH2:4][C:5]=3[C:6]([C:11]([OH:13])=[O:12])=[N:7]2)[CH:21]=1, predict the reactants needed to synthesize it. The reactants are: [CH3:1][C@@:2]12[CH2:14][C@@H:3]1[CH2:4][CH:5]1[CH:9]([CH2:10]2)[NH:8][N:7]=[C:6]1[C:11]([OH:13])=[O:12].F[C:16]1[CH:21]=[C:20]([I:22])[CH:19]=[CH:18][N:17]=1.